This data is from Full USPTO retrosynthesis dataset with 1.9M reactions from patents (1976-2016). The task is: Predict the reactants needed to synthesize the given product. (1) Given the product [CH3:9][O:8][C:7]1[C:2]([N:13]2[CH2:17][CH2:16][CH2:15][CH2:14]2)=[N:3][CH:4]=[C:5]([N+:10]([O-:12])=[O:11])[CH:6]=1, predict the reactants needed to synthesize it. The reactants are: Cl[C:2]1[C:7]([O:8][CH3:9])=[CH:6][C:5]([N+:10]([O-:12])=[O:11])=[CH:4][N:3]=1.[NH:13]1[CH2:17][CH2:16][CH2:15][CH2:14]1.C(=O)([O-])[O-].[K+].[K+].O1CCOCCOCCOCCOCCOCC1. (2) Given the product [Cl:1][C:2]1[CH:7]=[CH:6][C:5]([CH2:8][NH:9][C:10](=[O:26])[C:11]2[C:12]([CH3:25])=[CH:13][C:14]([N:19]3[CH2:20][CH2:21][O:22][CH2:23][CH2:24]3)=[CH:15][C:16]=2[CH2:17][CH3:18])=[CH:4][CH:3]=1, predict the reactants needed to synthesize it. The reactants are: [Cl:1][C:2]1[CH:7]=[CH:6][C:5]([CH2:8][NH:9][C:10](=[O:26])[C:11]2[C:16]([CH:17]=[CH2:18])=[CH:15][C:14]([N:19]3[CH2:24][CH2:23][O:22][CH2:21][CH2:20]3)=[CH:13][C:12]=2[CH3:25])=[CH:4][CH:3]=1. (3) Given the product [NH2:19][CH:16]1[CH2:15][CH2:14][N:13]([CH2:12][CH2:11][N:10]2[C:5]3[CH:4]=[C:3]([O:2][CH3:1])[CH:29]=[CH:28][C:6]=3[CH2:7][O:8][C:9]2=[O:27])[CH2:18][CH2:17]1, predict the reactants needed to synthesize it. The reactants are: [CH3:1][O:2][C:3]1[CH:29]=[CH:28][C:6]2[CH2:7][O:8][C:9](=[O:27])[N:10]([CH2:11][CH2:12][N:13]3[CH2:18][CH2:17][CH:16]([NH:19]C(=O)OC(C)(C)C)[CH2:15][CH2:14]3)[C:5]=2[CH:4]=1.FC(F)(F)C(O)=O.